Dataset: Full USPTO retrosynthesis dataset with 1.9M reactions from patents (1976-2016). Task: Predict the reactants needed to synthesize the given product. (1) Given the product [F:28][C:2]([F:1])([F:29])[C:3]1[CH:27]=[CH:26][CH:25]=[CH:24][C:4]=1[O:5][C:6]1[CH:7]=[CH:8][C:9]([CH:12]2[C:17]3=[N:18][S:19](=[O:22])(=[O:23])[CH2:20][CH2:21][N:16]3[CH2:15][CH2:14][CH2:13]2)=[CH:10][CH:11]=1, predict the reactants needed to synthesize it. The reactants are: [F:1][C:2]([F:29])([F:28])[C:3]1[CH:27]=[CH:26][CH:25]=[CH:24][C:4]=1[O:5][C:6]1[CH:11]=[CH:10][C:9]([C:12]2[C:17]3=[N:18][S:19](=[O:23])(=[O:22])[CH2:20][CH2:21][N:16]3[CH:15]=[CH:14][CH:13]=2)=[CH:8][CH:7]=1. (2) Given the product [Cl:1][C:2]1[CH:10]=[CH:9][C:8]2[N:7]([CH2:11][C:12]([O:14][CH:15]([CH3:22])[CH3:16])=[O:13])[C:6]3[CH2:17][CH2:18][N:19]([CH3:21])[CH2:20][C:5]=3[C:4]=2[CH:3]=1, predict the reactants needed to synthesize it. The reactants are: [Cl:1][C:2]1[CH:10]=[CH:9][C:8]2[N:7]([CH2:11][C:12]([O:14][CH2:15][CH3:16])=[O:13])[C:6]3[CH2:17][CH2:18][N:19]([CH3:21])[CH2:20][C:5]=3[C:4]=2[CH:3]=1.[CH3:22]C(O)C. (3) Given the product [Cl:24][C:25]1[N:26]=[CH:27][C:28]([NH:31][C:19]([C:7]2[N:8]([CH2:12][C:13]3[CH:14]=[CH:15][N:16]=[CH:17][CH:18]=3)[C:9]3[C:5]([CH:6]=2)=[CH:4][C:3]([C:2]([F:1])([F:22])[F:23])=[CH:11][CH:10]=3)=[O:21])=[CH:29][CH:30]=1, predict the reactants needed to synthesize it. The reactants are: [F:1][C:2]([F:23])([F:22])[C:3]1[CH:4]=[C:5]2[C:9](=[CH:10][CH:11]=1)[N:8]([CH2:12][C:13]1[CH:18]=[CH:17][N:16]=[CH:15][CH:14]=1)[C:7]([C:19]([OH:21])=O)=[CH:6]2.[Cl:24][C:25]1[CH:30]=[CH:29][C:28]([NH2:31])=[CH:27][N:26]=1. (4) Given the product [Si:21]([O:20][CH2:19][CH:18]([C:28]1[C:29]([F:35])=[CH:30][CH:31]=[CH:32][C:33]=1[F:34])[CH:14]([C:11]1[CH:12]=[CH:13][C:8]([F:7])=[CH:9][CH:10]=1)[C:15]#[N:16])([C:24]([CH3:26])([CH3:27])[CH3:25])([CH3:23])[CH3:22], predict the reactants needed to synthesize it. The reactants are: CC(C)([O-])C.[K+].[F:7][C:8]1[CH:13]=[CH:12][C:11]([CH2:14][C:15]#[N:16])=[CH:10][CH:9]=1.Br[CH:18]([C:28]1[C:33]([F:34])=[CH:32][CH:31]=[CH:30][C:29]=1[F:35])[CH2:19][O:20][Si:21]([C:24]([CH3:27])([CH3:26])[CH3:25])([CH3:23])[CH3:22].O. (5) The reactants are: C[N:2](C)/[CH:3]=[CH:4]/[C:5]1[C:10]([C:11](OCC)=[O:12])=[C:9]([NH:16][C:17]2[CH:22]=[CH:21][CH:20]=[C:19]([C:23]([F:26])([F:25])[F:24])[CH:18]=2)[N:8]=[C:7]([S:27][CH3:28])[N:6]=1.[NH4+].[OH-]. Given the product [CH3:28][S:27][C:7]1[N:8]=[C:9]([NH:16][C:17]2[CH:22]=[CH:21][CH:20]=[C:19]([C:23]([F:24])([F:25])[F:26])[CH:18]=2)[C:10]2[C:11](=[O:12])[NH:2][CH:3]=[CH:4][C:5]=2[N:6]=1, predict the reactants needed to synthesize it.